Dataset: Peptide-MHC class I binding affinity with 185,985 pairs from IEDB/IMGT. Task: Regression. Given a peptide amino acid sequence and an MHC pseudo amino acid sequence, predict their binding affinity value. This is MHC class I binding data. (1) The peptide sequence is RPRGAPTPT. The MHC is HLA-B27:05 with pseudo-sequence HLA-B27:05. The binding affinity (normalized) is 0.213. (2) The peptide sequence is LVKSSFVKK. The binding affinity (normalized) is 0.709. The MHC is HLA-A11:01 with pseudo-sequence HLA-A11:01.